From a dataset of Catalyst prediction with 721,799 reactions and 888 catalyst types from USPTO. Predict which catalyst facilitates the given reaction. (1) Reactant: [S:1]1[CH:5]=[N:4][N:3]=[C:2]1[NH:6][S:7]([C:10]1[CH:11]=[C:12]([CH:17]=[CH:18][CH:19]=1)[C:13]([O:15]C)=[O:14])(=[O:9])=[O:8].[OH-].[Na+]. Product: [S:1]1[CH:5]=[N:4][N:3]=[C:2]1[NH:6][S:7]([C:10]1[CH:11]=[C:12]([CH:17]=[CH:18][CH:19]=1)[C:13]([OH:15])=[O:14])(=[O:9])=[O:8]. The catalyst class is: 12. (2) Reactant: Br[C:2]1[C:10]2[C:5](=[CH:6][C:7]([N+:12]([O-:14])=[O:13])=[C:8]([CH3:11])[CH:9]=2)[N:4]([C:15]([C:28]2[CH:33]=[CH:32][CH:31]=[CH:30][CH:29]=2)([C:22]2[CH:27]=[CH:26][CH:25]=[CH:24][CH:23]=2)[C:16]2[CH:21]=[CH:20][CH:19]=[CH:18][CH:17]=2)[N:3]=1.[N:34]1[CH:39]=[CH:38][C:37](B(O)O)=[CH:36][CH:35]=1.O1CCOCC1.C([O-])([O-])=O.[K+].[K+]. Product: [CH3:11][C:8]1[CH:9]=[C:10]2[C:5](=[CH:6][C:7]=1[N+:12]([O-:14])=[O:13])[N:4]([C:15]([C:28]1[CH:33]=[CH:32][CH:31]=[CH:30][CH:29]=1)([C:16]1[CH:21]=[CH:20][CH:19]=[CH:18][CH:17]=1)[C:22]1[CH:27]=[CH:26][CH:25]=[CH:24][CH:23]=1)[N:3]=[C:2]2[C:37]1[CH:38]=[CH:39][N:34]=[CH:35][CH:36]=1. The catalyst class is: 263. (3) Reactant: [CH2:1]([N:8]([CH2:13][C:14]([OH:16])=O)[CH2:9][C:10]([OH:12])=O)[C:2]1[CH:7]=[CH:6][CH:5]=[CH:4][CH:3]=1.C(OC(=O)C)(=O)C.CC(C)=O.[CH:28]1[CH:33]=[CH:32][C:31]([CH2:34][CH2:35][NH2:36])=[CH:30][CH:29]=1. Product: [CH2:1]([N:8]1[CH2:9][C:10](=[O:12])[N:36]([CH2:35][CH2:34][C:31]2[CH:32]=[CH:33][CH:28]=[CH:29][CH:30]=2)[C:14](=[O:16])[CH2:13]1)[C:2]1[CH:3]=[CH:4][CH:5]=[CH:6][CH:7]=1. The catalyst class is: 66.